This data is from Forward reaction prediction with 1.9M reactions from USPTO patents (1976-2016). The task is: Predict the product of the given reaction. (1) Given the reactants [CH3:1][O:2][CH2:3][C@H:4]1[CH2:10][N:9]([C:11](=[O:21])[NH:12][C:13]2[CH:18]=[CH:17][C:16]([O:19][CH3:20])=[CH:15][CH:14]=2)[CH2:8][C:7]2[CH:22]=[CH:23][C:24]([C:26](OC)=[O:27])=[CH:25][C:6]=2[O:5]1.[OH-:30].[Na+].[NH2:32]O, predict the reaction product. The product is: [OH:30][NH:32][C:26]([C:24]1[CH:23]=[CH:22][C:7]2[CH2:8][N:9]([C:11]([NH:12][C:13]3[CH:18]=[CH:17][C:16]([O:19][CH3:20])=[CH:15][CH:14]=3)=[O:21])[CH2:10][C@H:4]([CH2:3][O:2][CH3:1])[O:5][C:6]=2[CH:25]=1)=[O:27]. (2) The product is: [Br:1][C:2]1[CH:11]=[CH:10][C:5]([C:6]([O:8][CH3:9])=[O:7])=[CH:4][C:3]=1[CH:12]([OH:13])[CH3:14]. Given the reactants [Br:1][C:2]1[CH:11]=[CH:10][C:5]([C:6]([O:8][CH3:9])=[O:7])=[CH:4][C:3]=1[CH:12]=[O:13].[CH3:14][Mg+].[Br-], predict the reaction product. (3) The product is: [CH2:1]([O:3][C:4](=[O:12])[C:5]1[CH:10]=[CH:9][C:8]([C:13]2[CH:18]=[CH:17][CH:16]=[CH:15][CH:14]=2)=[N:7][CH:6]=1)[CH3:2]. Given the reactants [CH2:1]([O:3][C:4](=[O:12])[C:5]1[CH:10]=[CH:9][C:8](Cl)=[N:7][CH:6]=1)[CH3:2].[C:13]1(OB(O)O)[CH:18]=[CH:17][CH:16]=[CH:15][CH:14]=1.C(=O)([O-])[O-].[Na+].[Na+].O, predict the reaction product. (4) Given the reactants [I:1][C:2]1[CH:7]=[CH:6][N:5]=[C:4]([O:8][CH3:9])[C:3]=1[C:10]1[NH:11][C:12]([C:16]([OH:18])=O)=[C:13]([CH3:15])[N:14]=1.C(N(CC)CC)C.[NH:26]1[CH2:31][CH2:30][O:29][CH2:28][CH2:27]1.C1CN([P+](ON2N=NC3C=CC=CC2=3)(N2CCCC2)N2CCCC2)CC1.F[P-](F)(F)(F)(F)F, predict the reaction product. The product is: [I:1][C:2]1[CH:7]=[CH:6][N:5]=[C:4]([O:8][CH3:9])[C:3]=1[C:10]1[NH:11][C:12]([C:16]([N:26]2[CH2:31][CH2:30][O:29][CH2:28][CH2:27]2)=[O:18])=[C:13]([CH3:15])[N:14]=1. (5) Given the reactants [CH3:1][C@@:2]12[C@H:11]3[CH2:12][CH2:13][C@:14]4([CH3:27])[C@@H:18]([C:19]5[CH:25]=[CH:24][C:22](=[O:23])[O:21][CH:20]=5)[CH2:17][CH2:16][C@:15]4([OH:26])[C@@H:10]3[CH2:9][CH2:8][C:7]1=[CH:6][C@@H:5]([OH:28])[CH2:4][CH2:3]2.[Cr](Cl)([O-])(=O)=O.[NH+]1C=CC=CC=1, predict the reaction product. The product is: [CH3:1][C@@:2]12[C@H:11]3[CH2:12][CH2:13][C@:14]4([CH3:27])[C@@H:18]([C:19]5[CH:25]=[CH:24][C:22](=[O:23])[O:21][CH:20]=5)[CH2:17][CH2:16][C@:15]4([OH:26])[C@@H:10]3[CH2:9][CH2:8][C:7]1=[CH:6][C:5](=[O:28])[CH2:4][CH2:3]2. (6) Given the reactants [Cl:1][C:2]1[C:7]([C:8]2[N:9]=[C:10]([CH:23]3[CH2:25][CH2:24]3)[S:11][C:12]=2[C:13]2[CH:18]=[CH:17][N:16]=[C:15](S(C)(=O)=O)[N:14]=2)=[CH:6][C:5]([F:26])=[CH:4][C:3]=1[NH:27][S:28]([CH3:31])(=[O:30])=[O:29].[NH2:32][CH2:33][C@@H:34]([NH:36][C:37](=[O:43])[O:38][C:39]([CH3:42])([CH3:41])[CH3:40])[CH3:35], predict the reaction product. The product is: [C:39]([O:38][C:37](=[O:43])[NH:36][C@@H:34]([CH3:35])[CH2:33][NH:32][C:15]1[N:14]=[C:13]([C:12]2[S:11][C:10]([CH:23]3[CH2:24][CH2:25]3)=[N:9][C:8]=2[C:7]2[CH:6]=[C:5]([F:26])[CH:4]=[C:3]([NH:27][S:28]([CH3:31])(=[O:29])=[O:30])[C:2]=2[Cl:1])[CH:18]=[CH:17][N:16]=1)([CH3:42])([CH3:40])[CH3:41]. (7) The product is: [F:66][CH:65]([F:67])[CH2:31][N:13]1[C:14]2[C:19](=[CH:18][CH:17]=[C:16]([C:20]([N:22]3[CH2:27][CH2:26][N:25]([CH:28]([CH3:30])[CH3:29])[CH2:24][CH2:23]3)=[O:21])[CH:15]=2)[C:11]([CH:8]2[CH2:7][CH2:6][N:5]([CH2:1][CH:2]([CH3:4])[CH3:3])[CH2:10][CH2:9]2)=[CH:12]1. Given the reactants [CH2:1]([N:5]1[CH2:10][CH:9]=[C:8]([C:11]2[C:19]3[C:14](=[CH:15][C:16]([C:20]([N:22]4[CH2:27][CH2:26][N:25]([CH:28]([CH3:30])[CH3:29])[CH2:24][CH2:23]4)=[O:21])=[CH:17][CH:18]=3)[N:13]([CH3:31])[CH:12]=2)[CH2:7][CH2:6]1)[CH:2]([CH3:4])[CH3:3].Cl.C(N1CCC(C2C3C(=CC(C(N4CCN(C(C)C)CC4)=O)=CC=3)NC=2)CC1)C(C)C.BrC[CH:65]([F:67])[F:66], predict the reaction product. (8) Given the reactants [CH2:1]([O:8][CH:9]([CH2:18][CH:19]=C)[CH2:10][C:11]1[CH:16]=[CH:15][CH:14]=[CH:13][C:12]=1[CH3:17])[C:2]1[CH:7]=[CH:6][CH:5]=[CH:4][CH:3]=1.[O:21]=[O+][O-], predict the reaction product. The product is: [CH2:1]([O:8][CH:9]([CH2:10][C:11]1[CH:16]=[CH:15][CH:14]=[CH:13][C:12]=1[CH3:17])[CH2:18][CH:19]=[O:21])[C:2]1[CH:7]=[CH:6][CH:5]=[CH:4][CH:3]=1.